Dataset: Full USPTO retrosynthesis dataset with 1.9M reactions from patents (1976-2016). Task: Predict the reactants needed to synthesize the given product. (1) Given the product [CH3:14][C:15](=[CH2:16])[CH2:17][N:1]([CH2:5][C:4]([CH3:10])=[CH2:3])[C:2]1[CH:3]=[C:4]([CH:10]=[CH:11][CH:12]=1)[C:5]([O:7][CH2:8][CH3:9])=[O:6], predict the reactants needed to synthesize it. The reactants are: [NH2:1][C:2]1[CH:3]=[C:4]([CH:10]=[CH:11][CH:12]=1)[C:5]([O:7][CH2:8][CH3:9])=[O:6].Br[CH2:14][C:15]([CH3:17])=[CH2:16].C(=O)([O-])[O-].[Na+].[Na+].O. (2) The reactants are: CON(C)[C:4](=[O:22])[C:5]([CH3:21])([C:13]1[CH:18]=[CH:17][C:16]([S:19][CH3:20])=[CH:15][N:14]=1)[CH2:6][CH:7]1[CH2:12][CH2:11][O:10][CH2:9][CH2:8]1.[CH:24]([Mg]Br)=[CH2:25].Cl. Given the product [CH3:21][C:5]([C:13]1[CH:18]=[CH:17][C:16]([S:19][CH3:20])=[CH:15][N:14]=1)([CH2:6][CH:7]1[CH2:8][CH2:9][O:10][CH2:11][CH2:12]1)[C:4](=[O:22])[CH:24]=[CH2:25], predict the reactants needed to synthesize it. (3) The reactants are: [CH3:1][C:2]1[CH:3]=[CH:4][C:5]([CH:8]=[O:9])=[N:6][CH:7]=1.C[Si]([C:14]#[N:15])(C)C.[H-].[Al+3].[Li+].[H-].[H-].[H-].[OH-].[Na+]. Given the product [NH2:15][CH2:14][CH:8]([C:5]1[CH:4]=[CH:3][C:2]([CH3:1])=[CH:7][N:6]=1)[OH:9], predict the reactants needed to synthesize it. (4) Given the product [F:19][CH:2]([F:1])[CH2:3][CH2:4][C:5]1([OH:18])[CH2:10][CH2:9][N:8]([C:11]([O:13][C:14]([CH3:15])([CH3:16])[CH3:17])=[O:12])[CH2:7][CH2:6]1, predict the reactants needed to synthesize it. The reactants are: [F:1][CH:2]([F:19])[C:3]#[C:4][C:5]1([OH:18])[CH2:10][CH2:9][N:8]([C:11]([O:13][C:14]([CH3:17])([CH3:16])[CH3:15])=[O:12])[CH2:7][CH2:6]1. (5) Given the product [Br:1][C:2]1[CH:7]=[CH:6][N:5]=[C:4]([C:8]([NH:10][C:11]2[CH:16]=[CH:15][CH:14]=[C:13]([C:17]3[N:18]([CH:19]4[CH2:21][CH2:20]4)[CH:33]=[N:32][CH:31]=3)[CH:12]=2)=[O:9])[CH:3]=1, predict the reactants needed to synthesize it. The reactants are: [Br:1][C:2]1[CH:7]=[CH:6][N:5]=[C:4]([C:8]([NH:10][C:11]2[CH:16]=[CH:15][CH:14]=[C:13]([CH:17]=[N:18][CH:19]3[CH2:21][CH2:20]3)[CH:12]=2)=[O:9])[CH:3]=1.C1(C)C(S([CH2:31][N+:32]#[C-:33])(=O)=O)=CC=CC=1.C1(N)CC1.